Regression. Given two drug SMILES strings and cell line genomic features, predict the synergy score measuring deviation from expected non-interaction effect. From a dataset of NCI-60 drug combinations with 297,098 pairs across 59 cell lines. (1) Drug 1: C1=CC(=CC=C1CC(C(=O)O)N)N(CCCl)CCCl.Cl. Drug 2: C#CCC(CC1=CN=C2C(=N1)C(=NC(=N2)N)N)C3=CC=C(C=C3)C(=O)NC(CCC(=O)O)C(=O)O. Cell line: EKVX. Synergy scores: CSS=-1.87, Synergy_ZIP=-1.12, Synergy_Bliss=-2.89, Synergy_Loewe=-7.79, Synergy_HSA=-4.26. (2) Drug 1: CC1C(C(CC(O1)OC2CC(OC(C2O)C)OC3=CC4=CC5=C(C(=O)C(C(C5)C(C(=O)C(C(C)O)O)OC)OC6CC(C(C(O6)C)O)OC7CC(C(C(O7)C)O)OC8CC(C(C(O8)C)O)(C)O)C(=C4C(=C3C)O)O)O)O. Drug 2: C1=NC2=C(N1)C(=S)N=CN2. Cell line: SN12C. Synergy scores: CSS=70.3, Synergy_ZIP=-7.17, Synergy_Bliss=-0.971, Synergy_Loewe=-1.39, Synergy_HSA=-0.627. (3) Drug 1: COC1=CC(=CC(=C1O)OC)C2C3C(COC3=O)C(C4=CC5=C(C=C24)OCO5)OC6C(C(C7C(O6)COC(O7)C8=CC=CS8)O)O. Drug 2: C1=NC2=C(N1)C(=S)N=C(N2)N. Cell line: SN12C. Synergy scores: CSS=38.6, Synergy_ZIP=-14.8, Synergy_Bliss=-5.10, Synergy_Loewe=-16.6, Synergy_HSA=-0.565. (4) Drug 1: CCC1(CC2CC(C3=C(CCN(C2)C1)C4=CC=CC=C4N3)(C5=C(C=C6C(=C5)C78CCN9C7C(C=CC9)(C(C(C8N6C)(C(=O)OC)O)OC(=O)C)CC)OC)C(=O)OC)O.OS(=O)(=O)O. Drug 2: CC1=C(C(=O)C2=C(C1=O)N3CC4C(C3(C2COC(=O)N)OC)N4)N. Cell line: SF-539. Synergy scores: CSS=48.5, Synergy_ZIP=4.18, Synergy_Bliss=3.83, Synergy_Loewe=4.53, Synergy_HSA=5.02. (5) Drug 1: C1=CC=C(C(=C1)C(C2=CC=C(C=C2)Cl)C(Cl)Cl)Cl. Drug 2: CC12CCC3C(C1CCC2O)C(CC4=C3C=CC(=C4)O)CCCCCCCCCS(=O)CCCC(C(F)(F)F)(F)F. Cell line: OVCAR3. Synergy scores: CSS=-0.655, Synergy_ZIP=0.998, Synergy_Bliss=-2.16, Synergy_Loewe=-1.59, Synergy_HSA=-4.12. (6) Drug 1: CC(CN1CC(=O)NC(=O)C1)N2CC(=O)NC(=O)C2. Drug 2: CN1C(=O)N2C=NC(=C2N=N1)C(=O)N. Cell line: NCI/ADR-RES. Synergy scores: CSS=6.98, Synergy_ZIP=1.95, Synergy_Bliss=4.23, Synergy_Loewe=-1.25, Synergy_HSA=-0.503. (7) Drug 1: C1=C(C(=O)NC(=O)N1)N(CCCl)CCCl. Drug 2: C(CC(=O)O)C(=O)CN.Cl. Cell line: SN12C. Synergy scores: CSS=44.2, Synergy_ZIP=-4.49, Synergy_Bliss=-1.55, Synergy_Loewe=-12.5, Synergy_HSA=0.0506.